This data is from Reaction yield outcomes from USPTO patents with 853,638 reactions. The task is: Predict the reaction yield, written as a fraction of the theoretical maximum amount of product (1.0 means a 100% yield; for example, 0.34 means a 34% yield). (1) The reactants are [Br:1][C:2]1[N:3]=[N:4][C:5](Br)=[CH:6][CH:7]=1.[CH:9]1([NH2:13])[CH2:12][CH2:11][CH2:10]1.CCN(CC)CC. The catalyst is O1CCOCC1. The product is [Br:1][C:2]1[N:3]=[N:4][C:5]([NH:13][CH:9]2[CH2:12][CH2:11][CH2:10]2)=[CH:6][CH:7]=1. The yield is 0.553. (2) The reactants are [F:1][C:2]1[C:12]([S:13]CC2C=CC(OC)=CC=2)=[CH:11][CH:10]=[CH:9][C:3]=1[C:4]([O:6][CH2:7][CH3:8])=[O:5]. The catalyst is C(O)(C(F)(F)F)=O. The product is [F:1][C:2]1[C:12]([SH:13])=[CH:11][CH:10]=[CH:9][C:3]=1[C:4]([O:6][CH2:7][CH3:8])=[O:5]. The yield is 0.620. (3) The reactants are Cl[C:2]1[C:7]([CH:8]=[O:9])=[C:6]([NH:10][C:11]2[CH:16]=[CH:15][CH:14]=[CH:13][CH:12]=2)[N:5]=[C:4]([S:17][CH3:18])[N:3]=1.C([O-])([O-])=O.[K+].[K+].[C:25]1(B(O)O)[CH:30]=[CH:29][CH:28]=[CH:27][CH:26]=1. The catalyst is O1CCOCC1.O.[Pd].C1(P(C2C=CC=CC=2)C2C=CC=CC=2)C=CC=CC=1.C1(P(C2C=CC=CC=2)C2C=CC=CC=2)C=CC=CC=1.C1(P(C2C=CC=CC=2)C2C=CC=CC=2)C=CC=CC=1.C1(P(C2C=CC=CC=2)C2C=CC=CC=2)C=CC=CC=1. The product is [CH3:18][S:17][C:4]1[N:3]=[C:2]([C:25]2[CH:30]=[CH:29][CH:28]=[CH:27][CH:26]=2)[C:7]([CH:8]=[O:9])=[C:6]([NH:10][C:11]2[CH:16]=[CH:15][CH:14]=[CH:13][CH:12]=2)[N:5]=1. The yield is 0.700. (4) The reactants are [NH:1]1[C:11]2[C:6](=[CH:7][CH:8]=[CH:9][CH:10]=2)[C:4](=O)[C:2]1=[O:3].[C:12]([NH:20][NH2:21])(=[O:19])[C:13]1[CH:18]=[CH:17][CH:16]=[CH:15][CH:14]=1. No catalyst specified. The product is [CH:6]1([CH2:4][N:1]2[C:11]3[C:6](=[CH:7][CH:8]=[CH:9][CH:10]=3)/[C:4](=[N:21]/[NH:20][C:12](=[O:19])[C:13]3[CH:18]=[CH:17][CH:16]=[CH:15][CH:14]=3)/[C:2]2=[O:3])[CH2:11][CH2:10][CH2:9][CH2:8][CH2:7]1. The yield is 0.714. (5) The reactants are [F:1][C:2]1[CH:7]=[CH:6][C:5]([C:8]2[O:9][C:10]3[CH:20]=[CH:19][C:18]([O:21][CH2:22][C:23]([O:25]C)=[O:24])=[CH:17][C:11]=3[C:12]=2[C:13](=[O:16])[NH:14][CH3:15])=[CH:4][CH:3]=1.C[Si](C)(C)[O-].[K+].O1CCCC1.ClCCl.Cl. The catalyst is ClCCl.CO.O. The product is [F:1][C:2]1[CH:3]=[CH:4][C:5]([C:8]2[O:9][C:10]3[CH:20]=[CH:19][C:18]([O:21][CH2:22][C:23]([OH:25])=[O:24])=[CH:17][C:11]=3[C:12]=2[C:13](=[O:16])[NH:14][CH3:15])=[CH:6][CH:7]=1. The yield is 0.910.